Dataset: Forward reaction prediction with 1.9M reactions from USPTO patents (1976-2016). Task: Predict the product of the given reaction. (1) Given the reactants [CH3:1][S:2][C:3]1[N:4]=[CH:5][C:6]2[CH:12]=[CH:11][C:10](=O)[NH:9][C:7]=2[N:8]=1.P(Cl)(Cl)([Cl:16])=O, predict the reaction product. The product is: [Cl:16][C:10]1[CH:11]=[CH:12][C:6]2[CH:5]=[N:4][C:3]([S:2][CH3:1])=[N:8][C:7]=2[N:9]=1. (2) Given the reactants [N+:1]([C:4]1[CH:9]=[CH:8][C:7]([CH:10]([CH2:14][CH:15]2[CH2:20][CH2:19][O:18][CH2:17][CH2:16]2)[C:11]([OH:13])=O)=[CH:6][CH:5]=1)([O-:3])=[O:2].[S:21]1[CH:25]=[CH:24][N:23]=[C:22]1[NH2:26], predict the reaction product. The product is: [N+:1]([C:4]1[CH:5]=[CH:6][C:7]([CH:10]([CH2:14][CH:15]2[CH2:20][CH2:19][O:18][CH2:17][CH2:16]2)[C:11]([NH:26][C:22]2[S:21][CH:25]=[CH:24][N:23]=2)=[O:13])=[CH:8][CH:9]=1)([O-:3])=[O:2]. (3) Given the reactants [Br:1][C:2]1[CH:7]=[CH:6][CH:5]=[CH:4][C:3]=1[CH2:8][CH2:9][OH:10].[O:11]1[CH:16]=[CH:15][CH2:14][CH2:13][CH2:12]1.CC1C=CC(S([O-])(=O)=O)=CC=1.C1C=C[NH+]=CC=1, predict the reaction product. The product is: [Br:1][C:2]1[CH:7]=[CH:6][CH:5]=[CH:4][C:3]=1[CH2:8][CH2:9][O:10][CH:12]1[CH2:13][CH2:14][CH2:15][CH2:16][O:11]1.